From a dataset of M1 muscarinic receptor antagonist screen with 61,756 compounds. Binary Classification. Given a drug SMILES string, predict its activity (active/inactive) in a high-throughput screening assay against a specified biological target. (1) The molecule is O=C(c1c(n(c(c1C(=O)C)C)c1ccc(N(CC)CC)cc1)C)C. The result is 0 (inactive). (2) The compound is N1(CCN(CC1)c1nc2c(cc1C#N)cc(cc2)C)Cc1n(nnn1)Cc1ccccc1. The result is 0 (inactive). (3) The molecule is O1C(CCC1)CNC(=O)c1cc2c(C(=O)N(CCC(C)C)C2=O)cc1. The result is 0 (inactive). (4) The compound is s1c(n2c(=O)c3c4c(c2=O)cccc4ccc3)nnc1. The result is 0 (inactive). (5) The molecule is O1CCN(CCCCCOc2c(OC)cc(cc2)CC=C)CC1. The result is 1 (active).